Dataset: Reaction yield outcomes from USPTO patents with 853,638 reactions. Task: Predict the reaction yield, written as a fraction of the theoretical maximum amount of product (1.0 means a 100% yield; for example, 0.34 means a 34% yield). (1) The reactants are [Cl:1][C:2]1[CH:3]=[C:4]([C:10]2([C:26]([F:29])([F:28])[F:27])[O:14][N:13]=[C:12]([C:15]3[S:19][C:18]([C:20](O)=[O:21])=[C:17]4[CH2:23][CH2:24][CH2:25][C:16]=34)[CH2:11]2)[CH:5]=[C:6]([Cl:9])[C:7]=1[F:8].C(N(CC)C(C)C)(C)C.Cl.[NH2:40][CH2:41][C:42]([NH:44][CH2:45][CH:46]([F:48])[F:47])=[O:43].CN(C(ON1N=NC2C=CC=NC1=2)=[N+](C)C)C.F[P-](F)(F)(F)(F)F. The catalyst is C(#N)C. The product is [F:47][CH:46]([F:48])[CH2:45][NH:44][C:42]([CH2:41][NH:40][C:20]([C:18]1[S:19][C:15]([C:12]2[CH2:11][C:10]([C:4]3[CH:5]=[C:6]([Cl:9])[C:7]([F:8])=[C:2]([Cl:1])[CH:3]=3)([C:26]([F:29])([F:27])[F:28])[O:14][N:13]=2)=[C:16]2[CH2:25][CH2:24][CH2:23][C:17]=12)=[O:21])=[O:43]. The yield is 0.880. (2) The catalyst is C1C=CC(C#N)=CC=1.C1C=CC(C#N)=CC=1.Cl[Pd]Cl. The product is [N+:1]([C:4]1[CH:12]=[CH:11][C:7]([CH2:8][SiH:14]([Cl:20])[Cl:13])=[CH:6][CH:5]=1)([O-:3])=[O:2]. The reactants are [N+:1]([C:4]1[CH:12]=[CH:11][C:7]([C:8](Cl)=O)=[CH:6][CH:5]=1)([O-:3])=[O:2].[Cl:13][Si:14]([Cl:20])(C)[Si](Cl)(Cl)C.C1(P(C2C=CC=CC=2)C2C=CC=CC=2)C=CC=CC=1. The yield is 0.174. (3) The reactants are [Cl:1][C:2]1[CH:28]=[CH:27][C:5]([C:6]([C:8]2[CH:13]=[CH:12][C:11]([NH:14][C:15]([C:17](=[CH:23][O:24]CC)[C:18]([O:20][CH2:21][CH3:22])=[O:19])=O)=[CH:10][CH:9]=2)=[O:7])=[CH:4][CH:3]=1. The catalyst is C(OCC)C. The product is [Cl:1][C:2]1[CH:3]=[CH:4][C:5]([C:6]([C:8]2[CH:9]=[C:10]3[C:11](=[CH:12][CH:13]=2)[N:14]=[CH:15][C:17]([C:18]([O:20][CH2:21][CH3:22])=[O:19])=[C:23]3[OH:24])=[O:7])=[CH:27][CH:28]=1. The yield is 0.395.